The task is: Regression. Given a peptide amino acid sequence and an MHC pseudo amino acid sequence, predict their binding affinity value. This is MHC class II binding data.. This data is from Peptide-MHC class II binding affinity with 134,281 pairs from IEDB. (1) The peptide sequence is LYRIDGAHLTKMSEY. The MHC is DRB1_0101 with pseudo-sequence DRB1_0101. The binding affinity (normalized) is 0.675. (2) The peptide sequence is GSYEVKATGSASSMING. The MHC is DRB1_0101 with pseudo-sequence DRB1_0101. The binding affinity (normalized) is 0.538. (3) The peptide sequence is WTNTPTKWDNSFLEI. The MHC is DRB1_1201 with pseudo-sequence DRB1_1201. The binding affinity (normalized) is 0. (4) The peptide sequence is EEAEISGSSARYDVA. The MHC is HLA-DQA10501-DQB10303 with pseudo-sequence HLA-DQA10501-DQB10303. The binding affinity (normalized) is 0.341. (5) The peptide sequence is EPIAAYHFDLSGKAF. The MHC is DRB1_0802 with pseudo-sequence DRB1_0802. The binding affinity (normalized) is 0.614. (6) The peptide sequence is IKYTRPGDSLAEVEL. The MHC is DRB1_1101 with pseudo-sequence DRB1_1101. The binding affinity (normalized) is 0.270. (7) The peptide sequence is CIANGVSTKIVTRIS. The MHC is H-2-IAb with pseudo-sequence H-2-IAb. The binding affinity (normalized) is 0.100.